From a dataset of Forward reaction prediction with 1.9M reactions from USPTO patents (1976-2016). Predict the product of the given reaction. (1) Given the reactants [F:1][C:2]1([F:40])[CH2:6][CH2:5][N:4]([C:7]2[N:12]=[CH:11][C:10]3[O:13][C:14]4[C:19]([C@@:20]5([CH2:24][S:23][C:22]([NH:25]C(=O)OC(C)(C)C)=[N:21]5)[C:9]=3[CH:8]=2)=[CH:18][C:17]([C:33]2[C:34]([F:39])=[N:35][CH:36]=[CH:37][CH:38]=2)=[CH:16][CH:15]=4)[CH2:3]1.C(O)(C(F)(F)F)=O, predict the reaction product. The product is: [F:40][C:2]1([F:1])[CH2:6][CH2:5][N:4]([C:7]2[N:12]=[CH:11][C:10]3[O:13][C:14]4[C:19]([C@@:20]5([CH2:24][S:23][C:22]([NH2:25])=[N:21]5)[C:9]=3[CH:8]=2)=[CH:18][C:17]([C:33]2[C:34]([F:39])=[N:35][CH:36]=[CH:37][CH:38]=2)=[CH:16][CH:15]=4)[CH2:3]1. (2) Given the reactants Br[CH2:2][C:3]([O:5][CH2:6][CH3:7])=[O:4].[C:8](=O)([O-])[O-].[K+].[K+].[Cl:14][C:15]1[CH:16]=[C:17]([C:24]2[O:28][N:27]=[C:26]([C:29]3[C:34]4[CH:35]=[CH:36][O:37][C:33]=4[C:32]([OH:38])=[CH:31][CH:30]=3)[N:25]=2)[CH:18]=[CH:19][C:20]=1[O:21][CH2:22][CH3:23].O, predict the reaction product. The product is: [Cl:14][C:15]1[CH:16]=[C:17]([C:24]2[O:28][N:27]=[C:26]([C:29]3[C:34]4[CH:35]=[CH:36][O:37][C:33]=4[C:32]([O:38][CH2:2][C:3]([O:5][CH2:6][CH3:7])=[O:4])=[CH:31][CH:30]=3)[N:25]=2)[CH:18]=[CH:19][C:20]=1[O:21][CH:22]([CH3:8])[CH3:23]. (3) Given the reactants [C:1]([O:4][C@@H:5]1[C@@H:10]([O:11][C:12](=[O:14])[CH3:13])[C@H:9]([O:15][C:16](=[O:18])[CH3:17])[C@@H:8]([O:19]/[C:20](/[C:29]([O:31][CH2:32]C)=[O:30])=[CH:21]\[C:22]2[CH:27]=[CH:26][CH:25]=[CH:24][C:23]=2F)[O:7][C@H:6]1[CH2:34][O:35][C:36](=[O:38])[CH3:37])(=[O:3])[CH3:2].[Br:39]C1C=CC(CC(=O)C(OC)=O)=CC=1.[H-].[Na+].[Br-].C(O[C@@H]1[C@@H](OC(=O)C)[C@H](OC(=O)C)[C@@H](COC(=O)C)O[C@@H]1O)(=O)C, predict the reaction product. The product is: [C:1]([O:4][C@@H:5]1[C@@H:10]([O:11][C:12](=[O:14])[CH3:13])[C@H:9]([O:15][C:16](=[O:18])[CH3:17])[C@@H:8]([O:19]/[C:20](/[C:29]([O:31][CH3:32])=[O:30])=[CH:21]\[C:22]2[CH:27]=[CH:26][C:25]([Br:39])=[CH:24][CH:23]=2)[O:7][C@H:6]1[CH2:34][O:35][C:36](=[O:38])[CH3:37])(=[O:3])[CH3:2]. (4) Given the reactants Br[CH2:2][CH2:3][C@@:4]([CH3:14])([S:10]([CH3:13])(=[O:12])=[O:11])[C:5]([O:7][CH2:8][CH3:9])=[O:6].[N-:15]=[N+:16]=[N-:17].[Na+], predict the reaction product. The product is: [N:15]([CH2:2][CH2:3][C@@:4]([CH3:14])([S:10]([CH3:13])(=[O:12])=[O:11])[C:5]([O:7][CH2:8][CH3:9])=[O:6])=[N+:16]=[N-:17]. (5) Given the reactants [F:1][C:2]1[CH:7]=[C:6]([I:8])[CH:5]=[CH:4][C:3]=1[NH2:9].C[Si]([N-][Si](C)(C)C)(C)C.[Li+].Cl[C:21]1[N:22]([CH3:33])[C:23](=[O:32])[C:24]([CH3:31])=[CH:25][C:26]=1[C:27]([O:29][CH3:30])=[O:28], predict the reaction product. The product is: [F:1][C:2]1[CH:7]=[C:6]([I:8])[CH:5]=[CH:4][C:3]=1[NH:9][C:21]1[N:22]([CH3:33])[C:23](=[O:32])[C:24]([CH3:31])=[CH:25][C:26]=1[C:27]([O:29][CH3:30])=[O:28]. (6) Given the reactants Cl.[CH3:2][C:3]1[NH:4][C:5]2[C:10]([C:11]=1[CH2:12][C:13]([OH:15])=O)=[CH:9][CH:8]=[CH:7][CH:6]=2.[CH2:16]([C@H:23]1[CH2:27][NH:26][C@H:25]([C:28]([NH:30][C:31]2[CH:36]=[CH:35][C:34]([O:37][C:38]3[CH:43]=[CH:42][C:41]([F:44])=[CH:40][CH:39]=3)=[CH:33][CH:32]=2)=[O:29])[CH2:24]1)[C:17]1[CH:22]=[CH:21][CH:20]=[CH:19][CH:18]=1, predict the reaction product. The product is: [CH2:16]([C@H:23]1[CH2:27][N:26]([C:13](=[O:15])[CH2:12][C:11]2[C:10]3[C:5](=[CH:6][CH:7]=[CH:8][CH:9]=3)[NH:4][C:3]=2[CH3:2])[C@H:25]([C:28]([NH:30][C:31]2[CH:36]=[CH:35][C:34]([O:37][C:38]3[CH:39]=[CH:40][C:41]([F:44])=[CH:42][CH:43]=3)=[CH:33][CH:32]=2)=[O:29])[CH2:24]1)[C:17]1[CH:18]=[CH:19][CH:20]=[CH:21][CH:22]=1. (7) Given the reactants C[O:2][C:3](=[O:29])[CH2:4][O:5][C:6]1[CH:11]=[CH:10][C:9]([N+:12]([O-:14])=[O:13])=[CH:8][C:7]=1[CH2:15][C:16]1[CH:21]=[C:20]([Cl:22])[CH:19]=[CH:18][C:17]=1[O:23][CH2:24][C:25]([O:27]C)=[O:26].[OH-].[Na+], predict the reaction product. The product is: [C:25]([CH2:24][O:23][C:17]1[CH:18]=[CH:19][C:20]([Cl:22])=[CH:21][C:16]=1[CH2:15][C:7]1[CH:8]=[C:9]([N+:12]([O-:14])=[O:13])[CH:10]=[CH:11][C:6]=1[O:5][CH2:4][C:3]([OH:29])=[O:2])([OH:27])=[O:26].